This data is from Reaction yield outcomes from USPTO patents with 853,638 reactions. The task is: Predict the reaction yield, written as a fraction of the theoretical maximum amount of product (1.0 means a 100% yield; for example, 0.34 means a 34% yield). (1) The reactants are [H-].[Al+3].[Li+].[H-].[H-].[H-].C(O[C:12](=O)[NH:13][CH:14]1[CH:21]2[CH2:22][CH:17]3[CH2:18][C:19]([OH:24])([CH2:23][CH:15]1[CH2:16]3)[CH2:20]2)(C)(C)C. The catalyst is C1COCC1. The product is [CH3:12][NH:13][CH:14]1[CH:21]2[CH2:22][CH:17]3[CH2:18][C:19]([OH:24])([CH2:23][CH:15]1[CH2:16]3)[CH2:20]2. The yield is 0.900. (2) The reactants are ClCCl.[C:4]1([OH:14])[C:13]2[C:8](=[CH:9][CH:10]=[CH:11][CH:12]=2)[CH:7]=[CH:6][CH:5]=1.C(N(CC)CC)C.[C:22](Cl)(=[O:26])[C:23]([CH3:25])=[CH2:24]. The catalyst is O. The product is [C:22]([O:14][C:4]1[C:13]2[C:8](=[CH:9][CH:10]=[CH:11][CH:12]=2)[CH:7]=[CH:6][CH:5]=1)(=[O:26])[C:23]([CH3:25])=[CH2:24]. The yield is 0.900. (3) The reactants are Br[CH2:2][CH2:3][O:4][C:5]1[CH:10]=[CH:9][C:8]([O:11][C:12]([F:15])([F:14])[F:13])=[CH:7][CH:6]=1.CO.[CH3:18][NH2:19]. The catalyst is CO. The product is [CH3:18][NH:19][CH2:2][CH2:3][O:4][C:5]1[CH:10]=[CH:9][C:8]([O:11][C:12]([F:15])([F:14])[F:13])=[CH:7][CH:6]=1. The yield is 0.790. (4) The reactants are [H-].[Na+].[NH:3]1[CH:7]=[N:6][CH:5]=[N:4]1.Br[C:9]1[N:17]([CH2:18][C:19]2[CH:24]=[CH:23][C:22]([O:25][CH3:26])=[CH:21][CH:20]=2)[C:16]2[C:15](=[O:27])[N:14]3[C:28]([CH3:31])=[N:29][N:30]=[C:13]3[N:12]([CH2:32][CH2:33][CH2:34][CH2:35][CH3:36])[C:11]=2[N:10]=1. The catalyst is CN(C=O)C. The product is [CH3:26][O:25][C:22]1[CH:23]=[CH:24][C:19]([CH2:18][N:17]2[C:16]3[C:15](=[O:27])[N:14]4[C:28]([CH3:31])=[N:29][N:30]=[C:13]4[N:12]([CH2:32][CH2:33][CH2:34][CH2:35][CH3:36])[C:11]=3[N:10]=[C:9]2[N:3]2[CH:7]=[N:6][CH:5]=[N:4]2)=[CH:20][CH:21]=1. The yield is 0.270.